Task: Predict the reactants needed to synthesize the given product.. Dataset: Full USPTO retrosynthesis dataset with 1.9M reactions from patents (1976-2016) (1) Given the product [OH:32][C@H:3]([C@@H:2]([NH:1][C:51](=[O:52])[C@@H:50]([N:47]1[CH2:48][CH2:49][N:45]([CH2:44][C:43]2[CH:59]=[CH:60][CH:61]=[CH:62][C:42]=2[O:41][CH3:40])[C:46]1=[O:58])[C:54]([CH3:57])([CH3:56])[CH3:55])[CH2:33][C:34]1[CH:35]=[CH:36][CH:37]=[CH:38][CH:39]=1)[CH2:4][C@H:5]([NH:19][C:20]([C@@H:22]([NH:27][C:28](=[O:31])[O:29][CH3:30])[C:23]([CH3:26])([CH3:25])[CH3:24])=[O:21])[CH2:6][C:7]1[CH:12]=[CH:11][C:10]([C:13]2[CH:18]=[CH:17][CH:16]=[CH:15][N:14]=2)=[CH:9][CH:8]=1, predict the reactants needed to synthesize it. The reactants are: [NH2:1][C@@H:2]([CH2:33][C:34]1[CH:39]=[CH:38][CH:37]=[CH:36][CH:35]=1)[C@@H:3]([OH:32])[CH2:4][C@H:5]([NH:19][C:20]([C@@H:22]([NH:27][C:28](=[O:31])[O:29][CH3:30])[C:23]([CH3:26])([CH3:25])[CH3:24])=[O:21])[CH2:6][C:7]1[CH:12]=[CH:11][C:10]([C:13]2[CH:18]=[CH:17][CH:16]=[CH:15][N:14]=2)=[CH:9][CH:8]=1.[CH3:40][O:41][C:42]1[CH:62]=[CH:61][CH:60]=[CH:59][C:43]=1[CH2:44][N:45]1[CH2:49][CH2:48][N:47]([C@@H:50]([C:54]([CH3:57])([CH3:56])[CH3:55])[C:51](O)=[O:52])[C:46]1=[O:58].CCOP(ON1N=NC2C=CC=CC=2C1=O)(OCC)=O.C(N(CC)C(C)C)(C)C. (2) Given the product [OH:30][CH2:29][CH:26]1[CH2:2][CH2:1][N:3](/[CH:4]=[CH:5]/[C:6]([O:8][C:9]2[CH:10]=[CH:11][C:12]([C:15]3[CH:16]=[CH:17][CH:18]=[CH:19][CH:20]=3)=[CH:13][CH:14]=2)=[O:7])[CH2:21][CH2:22]1, predict the reactants needed to synthesize it. The reactants are: [CH2:1]([N:3]([CH2:21][CH3:22])[CH:4]=[CH:5][C:6]([O:8][C:9]1[CH:14]=[CH:13][C:12]([C:15]2[CH:20]=[CH:19][CH:18]=[CH:17][CH:16]=2)=[CH:11][CH:10]=1)=[O:7])[CH3:2].N1CC[CH:26]([CH2:29][OH:30])CC1.C(OC1C=CC(C2C=CC=CC=2)=CC=1)(=O)C#C. (3) The reactants are: C(O[C:6]([N:8]1[CH2:12][C:11](=[N:13][O:14][CH3:15])[CH2:10][C@H:9]1[C:16]([OH:18])=O)=[O:7])(C)(C)C.[C:19]1([C:28]2[CH:33]=[CH:32][CH:31]=[CH:30][CH:29]=2)[CH:24]=[CH:23][C:22](C(Cl)=O)=[CH:21][CH:20]=1.[NH2:34][C@@H:35]1[C@@H:40]2[CH2:41][C@@H:37]([CH2:38][CH2:39]2)[C@@H:36]1[CH2:42][OH:43]. Given the product [C:28]1([C:19]2[CH:20]=[CH:21][CH:22]=[CH:23][CH:24]=2)[CH:29]=[CH:30][C:31]([C:6]([N:8]2[CH2:12][C:11](=[N:13][O:14][CH3:15])[CH2:10][C@H:9]2[C:16]([NH:34][C@H:35]2[C@@H:36]([CH2:42][OH:43])[C@H:37]3[CH2:41][C@@H:40]2[CH2:39][CH2:38]3)=[O:18])=[O:7])=[CH:32][CH:33]=1, predict the reactants needed to synthesize it. (4) The reactants are: [Cl:1][C:2]1[CH:3]=[C:4]2[C:9](=[C:10]([C:12]#[C:13][C:14]3[CH:19]=[CH:18][CH:17]=[CH:16][C:15]=3[F:20])[CH:11]=1)[O:8][CH:7]([C:21]([F:24])([F:23])[F:22])[C:6]([C:25]([OH:27])=[O:26])=[CH:5]2.[OH-].[Na+:29]. Given the product [Cl:1][C:2]1[CH:3]=[C:4]2[C:9](=[C:10]([C:12]#[C:13][C:14]3[CH:19]=[CH:18][CH:17]=[CH:16][C:15]=3[F:20])[CH:11]=1)[O:8][CH:7]([C:21]([F:23])([F:24])[F:22])[C:6]([C:25]([O-:27])=[O:26])=[CH:5]2.[Na+:29], predict the reactants needed to synthesize it. (5) Given the product [F:21][C:20]([F:23])([F:22])[C:29]([OH:30])=[O:32].[F:28][C:24]1[CH:25]=[CH:26][CH:27]=[C:2]([F:1])[C:3]=1[C:4]([NH:6][C:7]1[CH:11]=[CH:10][N:9]([CH2:12][C:13]2[CH:18]=[CH:17][C:16]([O:19][O:30][CH2:37][C:38]3[CH:39]=[N:40][CH:41]=[CH:42][CH:43]=3)=[CH:15][C:14]=2[C:20]([F:23])([F:21])[F:22])[N:8]=1)=[O:5], predict the reactants needed to synthesize it. The reactants are: [F:1][C:2]1[CH:27]=[CH:26][CH:25]=[C:24]([F:28])[C:3]=1[C:4]([NH:6][C:7]1[CH:11]=[CH:10][N:9]([CH2:12][C:13]2[CH:18]=[CH:17][C:16]([OH:19])=[CH:15][C:14]=2[C:20]([F:23])([F:22])[F:21])[N:8]=1)=[O:5].[C:29](=[O:32])([O-])[O-:30].[Cs+].[Cs+].Br.Br[CH2:37][C:38]1[CH:39]=[N:40][CH:41]=[CH:42][CH:43]=1. (6) Given the product [NH2:9][C:6]1[CH:5]=[CH:4][C:3]([OH:12])=[C:2]([Cl:1])[C:7]=1[F:8], predict the reactants needed to synthesize it. The reactants are: [Cl:1][C:2]1[C:7]([F:8])=[C:6]([N+:9]([O-])=O)[CH:5]=[CH:4][C:3]=1[OH:12].CO.[NH4+].[Cl-]. (7) Given the product [CH2:1]([O:8][CH2:9][C@H:10]1[C@@H:14]([O:15][Si:16]([C:19]([CH3:21])([CH3:20])[CH3:22])([CH3:18])[CH3:17])[CH2:13][C@@H:12]([OH:23])[CH2:11]1)[C:2]1[CH:7]=[CH:6][CH:5]=[CH:4][CH:3]=1, predict the reactants needed to synthesize it. The reactants are: [CH2:1]([O:8][CH2:9][C:10]1[C@@H:14]([O:15][Si:16]([C:19]([CH3:22])([CH3:21])[CH3:20])([CH3:18])[CH3:17])[CH2:13][C@@H:12]([OH:23])[CH:11]=1)[C:2]1[CH:7]=[CH:6][CH:5]=[CH:4][CH:3]=1.C(=O)([O-])[O-].[Na+].[Na+].CCOC(C)=O. (8) Given the product [Br:4][C:5]1[C:13]2[S:12][C:11]([C:14]([C:16]3[CH:21]=[CH:20][CH:19]=[C:18]([C:22]([F:25])([F:23])[F:24])[CH:17]=3)([OH:15])[CH3:1])=[CH:10][C:9]=2[CH:8]=[CH:7][CH:6]=1, predict the reactants needed to synthesize it. The reactants are: [CH3:1][Mg]Br.[Br:4][C:5]1[C:13]2[S:12][C:11]([C:14]([C:16]3[CH:21]=[CH:20][CH:19]=[C:18]([C:22]([F:25])([F:24])[F:23])[CH:17]=3)=[O:15])=[CH:10][C:9]=2[CH:8]=[CH:7][CH:6]=1.[Cl-].[NH4+]. (9) The reactants are: [CH2:1]([CH:3]([CH2:6][CH2:7][CH2:8][CH3:9])[CH2:4][OH:5])[CH3:2].[Na].[C:11]([O:15][CH2:16][CH:17]([CH2:22][CH3:23])[CH2:18][CH2:19][CH2:20][CH3:21])(=[O:14])[CH:12]=[CH2:13].S(=O)(=O)(O)O. Given the product [CH2:1]([CH:3]([CH2:6][CH2:7][CH2:8][CH3:9])[CH2:4][O:5][CH2:13][CH2:12][C:11]([O:15][CH2:16][CH:17]([CH2:22][CH3:23])[CH2:18][CH2:19][CH2:20][CH3:21])=[O:14])[CH3:2], predict the reactants needed to synthesize it. (10) Given the product [ClH:40].[CH3:33][O:32][C:30](=[O:31])[CH:22]([NH:21][C:17]1[CH:16]=[C:15]([C:12]2[CH:11]=[CH:10][C:9]([NH2:8])=[CH:14][CH:13]=2)[N:20]=[CH:19][N:18]=1)[CH2:23][C:24]1[CH:25]=[CH:26][CH:27]=[CH:28][CH:29]=1, predict the reactants needed to synthesize it. The reactants are: C(OC([NH:8][C:9]1[CH:14]=[CH:13][C:12]([C:15]2[N:20]=[CH:19][N:18]=[C:17]([NH:21][C@H:22]([C:30]([O:32][CH3:33])=[O:31])[CH2:23][C:24]3[CH:29]=[CH:28][CH:27]=[CH:26][CH:25]=3)[CH:16]=2)=[CH:11][CH:10]=1)=O)(C)(C)C.O1CCOCC1.[ClH:40].